This data is from Forward reaction prediction with 1.9M reactions from USPTO patents (1976-2016). The task is: Predict the product of the given reaction. (1) The product is: [CH2:1]([O:3][C:4](=[O:27])[CH2:5][C:6]1([C:17]2[CH:18]=[CH:19][C:20]([NH:23][C:24](=[O:26])[CH3:25])=[CH:21][CH:22]=2)[CH2:7][C:8]2[C:13](=[CH:12][CH:11]=[CH:10][CH:9]=2)[CH2:14]1)[CH3:2]. Given the reactants [CH2:1]([O:3][C:4](=[O:27])[CH2:5][C:6]1([C:17]2[CH:22]=[CH:21][C:20]([NH:23][C:24](=[O:26])[CH3:25])=[CH:19][CH:18]=2)[CH:14](O)[C:13]2[C:8](=[CH:9][CH:10]=[CH:11][CH:12]=2)[CH:7]1O)[CH3:2], predict the reaction product. (2) Given the reactants C(O[CH:5]([O:9][C:10](=[O:12])[CH3:11])[C:6]([CH3:8])=[CH2:7])(=O)C.[CH3:13][O:14][C:15]1[CH:22]=[CH:21][C:18]([O:19][CH3:20])=[CH:17][CH:16]=1, predict the reaction product. The product is: [C:10]([O:9][CH:5]=[C:6]([CH3:7])[CH2:8][C:21]1[CH:22]=[C:15]([O:14][CH3:13])[CH:16]=[CH:17][C:18]=1[O:19][CH3:20])(=[O:12])[CH3:11]. (3) Given the reactants [C:1]([CH2:3][C:4]([NH:6][CH2:7][C:8]1[C:9]([CH3:15])=[N:10][C:11]([CH3:14])=[CH:12][CH:13]=1)=[O:5])#[N:2].[Br:16][C:17]1[CH:22]=[CH:21][C:20]([C:23](=O)[CH2:24][C:25](=O)[C:26]([F:29])([F:28])[F:27])=[CH:19][CH:18]=1.N12CCCN=C1CCCCC2, predict the reaction product. The product is: [Br:16][C:17]1[CH:18]=[CH:19][C:20]([C:23]2[N:6]([CH2:7][C:8]3[C:9]([CH3:15])=[N:10][C:11]([CH3:14])=[CH:12][CH:13]=3)[C:4](=[O:5])[C:3]([C:1]#[N:2])=[C:25]([C:26]([F:27])([F:28])[F:29])[CH:24]=2)=[CH:21][CH:22]=1.